Task: Predict which catalyst facilitates the given reaction.. Dataset: Catalyst prediction with 721,799 reactions and 888 catalyst types from USPTO (1) Reactant: [O:1]=[C:2]1[N:10]2[CH:11]([C:14]3[C:15]([C:20]#[N:21])=[N:16][CH:17]=[CH:18][CH:19]=3)[CH2:12][O:13][C:8]3=[C:9]2[C:4](=[CH:5][CH:6]=[CH:7]3)[NH:3]1.[Br:22]N1C(=O)CCC1=O. Product: [Br:22][C:7]1[C:8]2[O:13][CH2:12][CH:11]([C:14]3[C:15]([C:20]#[N:21])=[N:16][CH:17]=[CH:18][CH:19]=3)[N:10]3[C:2](=[O:1])[NH:3][C:4]([C:9]=23)=[CH:5][CH:6]=1. The catalyst class is: 42. (2) The catalyst class is: 12. Reactant: Cl[C:2]1[N:3]=[C:4]([NH:17][CH3:18])[C:5]2[CH2:10][CH2:9][CH:8]([C:11]3[CH:16]=[CH:15][CH:14]=[CH:13][CH:12]=3)[C:6]=2[N:7]=1.[Cl:19][C:20]1[N:21]=[CH:22][N:23]([C:25]2[CH:31]=[CH:30][C:28]([NH2:29])=[CH:27][C:26]=2[O:32][CH3:33])[CH:24]=1.[CH3:34][C:35](O)=O.[OH-].[Na+]. Product: [Cl:19][C:20]1[N:21]=[CH:22][N:23]([C:25]2[CH:31]=[CH:30][C:28]([NH:29][C:2]3[N:3]=[C:4]([NH:17][C:18]4[CH:9]=[C:8]([CH:11]([CH3:16])[CH3:12])[CH:6]=[CH:5][C:35]=4[CH3:34])[C:5]4[CH2:10][CH2:9][CH:8]([C:11]5[CH:16]=[CH:15][CH:14]=[CH:13][CH:12]=5)[C:6]=4[N:7]=3)=[CH:27][C:26]=2[O:32][CH3:33])[CH:24]=1. (3) Reactant: C[O:2][C:3]1[C:10]([CH3:11])=[C:9]([O:12][CH3:13])[CH:8]=[CH:7][C:4]=1[CH:5]=[O:6].[Cl-].[Be+2].[Cl-].Cl. Product: [OH:2][C:3]1[C:10]([CH3:11])=[C:9]([O:12][CH3:13])[CH:8]=[CH:7][C:4]=1[CH:5]=[O:6]. The catalyst class is: 11. (4) Product: [S:1]1[CH:5]=[C:4]([C:6]2[CH:16]=[CH:15][C:9]([O:10][CH2:11][C@H:12]([OH:13])[CH2:14][N:24]3[CH2:25][CH2:26][N:21]([C:27]4[N:28]=[CH:29][CH:30]=[CH:31][N:32]=4)[CH2:22][CH2:23]3)=[CH:8][CH:7]=2)[C:3]2[CH:17]=[CH:18][CH:19]=[CH:20][C:2]1=2. Reactant: [S:1]1[CH:5]=[C:4]([C:6]2[CH:16]=[CH:15][C:9]([O:10][CH2:11][CH:12]3[CH2:14][O:13]3)=[CH:8][CH:7]=2)[C:3]2[CH:17]=[CH:18][CH:19]=[CH:20][C:2]1=2.[N:21]1([C:27]2[N:32]=[CH:31][CH:30]=[CH:29][N:28]=2)[CH2:26][CH2:25][NH:24][CH2:23][CH2:22]1. The catalyst class is: 8. (5) Reactant: N1C2C=CC=C(C=O)C=2C=C1.[N:12]([C:15](=[CH:20][C:21]1[CH:29]=[CH:28][CH:27]=[C:26]2[C:22]=1[CH:23]=[CH:24][NH:25]2)[C:16]([O:18][CH3:19])=[O:17])=[N+]=[N-].F[P-](F)(F)(F)(F)F.N1(O[P+](N(C)C)(N(C)C)N(C)C)C2C=CC=CC=2N=N1.CCN(C(C)C)C(C)C. Product: [CH:20]1[C:21]2=[C:22]3[C:26]([CH:27]=[CH:28][C:29]2=[N:12][C:15]=1[C:16]([O:18][CH3:19])=[O:17])=[N:25][CH:24]=[CH:23]3. The catalyst class is: 3. (6) Reactant: [Cl:1][C:2]1[N:7]=[C:6]([Cl:8])[C:5]([F:9])=[C:4](Cl)[N:3]=1.C(N(CC)CC)C.[CH3:18][C:19]1([OH:24])[CH2:23][CH2:22][NH:21][CH2:20]1. Product: [Cl:1][C:2]1[N:3]=[C:4]([N:21]2[CH2:22][CH2:23][C:19]([CH3:18])([OH:24])[CH2:20]2)[C:5]([F:9])=[C:6]([Cl:8])[N:7]=1. The catalyst class is: 36. (7) Reactant: [Br:1][C:2]1[CH:3]=[CH:4][C:5]([NH:12][S:13]([CH3:16])(=[O:15])=[O:14])=[C:6]([CH:11]=1)[C:7](OC)=[O:8].[H-].[Al+3].[Li+].[H-].[H-].[H-]. Product: [Br:1][C:2]1[CH:3]=[CH:4][C:5]([NH:12][S:13]([CH3:16])(=[O:15])=[O:14])=[C:6]([CH2:7][OH:8])[CH:11]=1. The catalyst class is: 27.